Dataset: Experimentally validated miRNA-target interactions with 360,000+ pairs, plus equal number of negative samples. Task: Binary Classification. Given a miRNA mature sequence and a target amino acid sequence, predict their likelihood of interaction. (1) The miRNA is hsa-miR-2909 with sequence GUUAGGGCCAACAUCUCUUGG. The protein sequence of the target gene is MAARPAFGIVRQLLRSNARGCSSGAPVTQPRPGEPSRPTREGLSLRLQFLQEHAAPFSAFLTDSFGRQHSYLRISLTEKCNLRCQYCMPEEGVPLTPKADLLTTEEILTLARLFVKEGVDKIRLTGGEPLIRPDVVDIVARLHGLEGLRTIGLTTNGINLARLLPRLQQAGLNAVNISLDTLVPAKFEFIVRRKGFHKVMEGIHKAIELGYKPVKVNCVVMRGLNEDELLDFVALTEGLPLDVRFIEYMPFDGNKWNFKKMVSYKEMLDTIRQRWPGLEKLPEEDSSTAKAFKIPGFQGQ.... Result: 0 (no interaction). (2) The miRNA is hsa-miR-6718-5p with sequence UAGUGGUCAGAGGGCUUAUGA. The protein sequence of the target gene is MATTKRVLYVGGLAEEVDDKVLHAAFIPFGDITDIQIPLDYETEKHRGFAFVEFELAEDAAAAIDNMNESELFGRTIRVNLAKPMRIKEGSSRPVWSDDDWLKKFSGKTLEENKEEEGSEPPKAETQEGEPIAKKARSNPQVYMDIKIGNKPAGRIQMLLRSDVVPMTAENFRCLCTHEKGFGFKGSSFHRIIPQFMCQGGDFTNHNGTGGKSIYGKKFDDENFILKHTGPGLLSMANSGPNTNGSQFFLTCDKTDWLDGKHVVFGEVTEGLDVLRQIEAQGSKDGKPKQKVIIADCGEY.... Result: 1 (interaction). (3) The miRNA is hsa-miR-26b-5p with sequence UUCAAGUAAUUCAGGAUAGGU. The protein sequence of the target gene is MMPSRTNLATGIPSSKVKYSRLSSTDDGYIDLQFKKTPPKIPYKAIALATVLFLIGAFLIIIGSLLLSGYISKGGADRAVPVLIIGILVFLPGFYHLRIAYYASKGYRGYSYDDIPDFDD. Result: 1 (interaction). (4) The miRNA is mmu-miR-17-5p with sequence CAAAGUGCUUACAGUGCAGGUAG. The protein sequence of the target gene is MEMPEEPANSGHSLPPVYIYSPEYVSICDSLVKVPKRASMVHSLIEAYALHKQMRIVKPKVASMEEMATFHTDAYLQHLQKVSQEGDEDHPDSIEYGLGYDCPATEGIFDYAAAIGGGTITAAQCLIDGKCKVAINWSGGWHHAKKDEASGFCYLNDAVLGILRLRRKFDRILYVDLDLHHGDGVEDAFSFTSKVMTVSLHKFSPGFFPGTGDMSDVGLGKGRYYSVNVPIQDGIQDEKYYHICESVLKEVYQAFNPKAVVLQLGADTIAGDPMCSFNMTPVGIGKCLKYVLQWQLATLI.... Result: 1 (interaction). (5) The miRNA is hsa-miR-6769a-3p with sequence GAGCCCCUCUCUGCUCUCCAG. The protein sequence of the target gene is MAAAAEERMAEEGGGGQGDGGSSLASGSTQRQPPPPAPQHPQPGSQALPAPALAPDQLPQNNTLVALPIVAIENILSFMSYDEISQLRLVCKRMDLVCQRMLNQGFLKVERYHNLCQKQVKAQLPRRESERRNHSLARHADILAAVETRLSLLNMTFMKYVDSNLCCFIPGKVIDEIYRVLRYVNSTRAPQRAHEVLQELRDISSMAMEYFDEKIVPILKRKLPGSDVSGRLMGSPPVPGPSAALTTMQLFSKQNPSRQEVTKLQQQVKTNGAGVTVLRREISELRTKVQEQQKQLQDQD.... Result: 1 (interaction). (6) The miRNA is hsa-miR-4427 with sequence UCUGAAUAGAGUCUGAAGAGU. The protein sequence of the target gene is MVKETTYYDVLGVKPNATQEELKKAYRKLALKYHPDKNPNEGEKFKQISQAYEVLADSKKRELYDKGGEQAIKEGGAGGGFGSPMDIFDMFFGGGGRMQRERRGKNVVHQLSVTLEDLYNGATRKLALQKNVICDKCEGRGGKKGAVECCPNCRGTGMQIRIHQIGPGMVQQIQSVCMECQGHGERISPKDRCKSCNGRKIVREKKILEVHIDKGMKDGQKITFHGEGDQEPGLEPGDIIIVLDQKDHAVFTRRGEDLFMCMDIQLVEALCGFQKPISTLDNRTIVITSHPGQIVKHGDI.... Result: 0 (no interaction).